This data is from Catalyst prediction with 721,799 reactions and 888 catalyst types from USPTO. The task is: Predict which catalyst facilitates the given reaction. (1) Product: [Cl:1][C:2]1[CH:10]=[C:9]([Cl:11])[CH:8]=[CH:7][C:3]=1[C:4]([N:15]([CH:12]([CH3:13])[CH3:14])[C:16]1[S:17][C:18]([C:26]2[CH:31]=[CH:30][CH:29]=[CH:28][CH:27]=2)=[CH:19][C:20]=1[C:21]([O:23][CH2:24][CH3:25])=[O:22])=[O:5]. Reactant: [Cl:1][C:2]1[CH:10]=[C:9]([Cl:11])[CH:8]=[CH:7][C:3]=1[C:4](Cl)=[O:5].[CH:12]([NH:15][C:16]1[S:17][C:18]([C:26]2[CH:31]=[CH:30][CH:29]=[CH:28][CH:27]=2)=[CH:19][C:20]=1[C:21]([O:23][CH2:24][CH3:25])=[O:22])([CH3:14])[CH3:13]. The catalyst class is: 17. (2) Reactant: [CH2:1]([O:3][C:4]([C:6]1[NH:7][CH:8]=[C:9]2[CH:18]([C:19]3[O:20][C:21]([S:24][C:25]4[NH:29][C:28]5[CH:30]=[CH:31][C:32]([O:34][Si](C(C)(C)C)(C)C)=[CH:33][C:27]=5[N:26]=4)=[CH:22][CH:23]=3)[C:17]3[C:16](=[O:42])[CH2:15][N:14]([O:43][C:44]([CH3:47])([CH3:46])[CH3:45])[CH2:13][C:12]=3[NH:11][C:10]=12)=[O:5])[CH3:2].CCCC[N+](CCCC)(CCCC)CCCC.[F-]. Product: [CH2:1]([O:3][C:4]([C:6]1[NH:7][CH:8]=[C:9]2[CH:18]([C:19]3[O:20][C:21]([S:24][C:25]4[NH:29][C:28]5[CH:30]=[CH:31][C:32]([OH:34])=[CH:33][C:27]=5[N:26]=4)=[CH:22][CH:23]=3)[C:17]3[C:16](=[O:42])[CH2:15][N:14]([O:43][C:44]([CH3:45])([CH3:47])[CH3:46])[CH2:13][C:12]=3[NH:11][C:10]=12)=[O:5])[CH3:2]. The catalyst class is: 7. (3) Reactant: [S:1]1[CH:5]=[CH:4][N:3]=[C:2]1[CH2:6][NH2:7].C([O-])(O)=O.[Na+].[CH3:13][C:14]([O:17][C:18](O[C:18]([O:17][C:14]([CH3:16])([CH3:15])[CH3:13])=[O:19])=[O:19])([CH3:16])[CH3:15]. Product: [S:1]1[CH:5]=[CH:4][N:3]=[C:2]1[CH2:6][NH:7][C:18](=[O:19])[O:17][C:14]([CH3:16])([CH3:15])[CH3:13]. The catalyst class is: 1.